This data is from Full USPTO retrosynthesis dataset with 1.9M reactions from patents (1976-2016). The task is: Predict the reactants needed to synthesize the given product. Given the product [CH3:30][O:29][C:26]1[CH:27]=[CH:28][C:23]([C:21]2[CH2:22][C@@H:17]([CH2:15][OH:14])[NH:18][CH2:19][CH:20]=2)=[CH:24][CH:25]=1, predict the reactants needed to synthesize it. The reactants are: [H-].[Al+3].[Li+].[H-].[H-].[H-].C([O:14][C:15]([C@@H:17]1[CH2:22][C:21]([C:23]2[CH:28]=[CH:27][C:26]([O:29][CH3:30])=[CH:25][CH:24]=2)=[CH:20][C:19](=O)[NH:18]1)=O)C1C=CC=CC=1.